Dataset: NCI-60 drug combinations with 297,098 pairs across 59 cell lines. Task: Regression. Given two drug SMILES strings and cell line genomic features, predict the synergy score measuring deviation from expected non-interaction effect. (1) Drug 1: CCC1=CC2CC(C3=C(CN(C2)C1)C4=CC=CC=C4N3)(C5=C(C=C6C(=C5)C78CCN9C7C(C=CC9)(C(C(C8N6C)(C(=O)OC)O)OC(=O)C)CC)OC)C(=O)OC.C(C(C(=O)O)O)(C(=O)O)O. Drug 2: C1=NC(=NC(=O)N1C2C(C(C(O2)CO)O)O)N. Cell line: SNB-75. Synergy scores: CSS=23.8, Synergy_ZIP=-2.32, Synergy_Bliss=0.580, Synergy_Loewe=-12.2, Synergy_HSA=-0.993. (2) Synergy scores: CSS=2.51, Synergy_ZIP=-2.31, Synergy_Bliss=0.971, Synergy_Loewe=-2.35, Synergy_HSA=-2.30. Drug 1: CCC(=C(C1=CC=CC=C1)C2=CC=C(C=C2)OCCN(C)C)C3=CC=CC=C3.C(C(=O)O)C(CC(=O)O)(C(=O)O)O. Cell line: CAKI-1. Drug 2: CC(C)CN1C=NC2=C1C3=CC=CC=C3N=C2N. (3) Drug 1: C1CCN(CC1)CCOC2=CC=C(C=C2)C(=O)C3=C(SC4=C3C=CC(=C4)O)C5=CC=C(C=C5)O. Drug 2: CC1CCCC2(C(O2)CC(NC(=O)CC(C(C(=O)C(C1O)C)(C)C)O)C(=CC3=CSC(=N3)C)C)C. Cell line: HOP-92. Synergy scores: CSS=-3.84, Synergy_ZIP=0.726, Synergy_Bliss=0.346, Synergy_Loewe=-3.71, Synergy_HSA=-2.38.